The task is: Predict the reaction yield, written as a fraction of the theoretical maximum amount of product (1.0 means a 100% yield; for example, 0.34 means a 34% yield).. This data is from Reaction yield outcomes from USPTO patents with 853,638 reactions. (1) The reactants are [Cl:1][C:2]1[CH:13]=[C:12]([Cl:14])[CH:11]=[CH:10][C:3]=1[CH2:4][NH:5][C:6](=[O:9])[CH2:7]Cl.[C:15]([O-:18])(=[S:17])[CH3:16].[K+]. The catalyst is CN(C=O)C.C(OCC)(=O)C. The product is [C:15](=[O:18])([S:17][CH2:7][C:6](=[O:9])[NH:5][CH2:4][C:3]1[CH:10]=[CH:11][C:12]([Cl:14])=[CH:13][C:2]=1[Cl:1])[CH3:16]. The yield is 0.700. (2) The reactants are [CH3:1][O:2][C:3](=[O:21])[C:4]([S:12]([C:15]1[CH:20]=[CH:19][CH:18]=[CH:17][CH:16]=1)(=[O:14])=[O:13])([CH:6]1[CH2:10][CH2:9][C:8](=O)[CH2:7]1)[CH3:5].Cl.[Cl:23][C:24]1[CH:29]=[CH:28][C:27]([NH:30]N)=[CH:26][CH:25]=1.C([O-])(O)=O.[Na+]. The catalyst is C(O)(=O)C. The product is [CH3:1][O:2][C:3](=[O:21])[C:4]([S:12]([C:15]1[CH:20]=[CH:19][CH:18]=[CH:17][CH:16]=1)(=[O:14])=[O:13])([CH:6]1[CH2:10][C:9]2[NH:30][C:27]3[CH:26]=[CH:25][C:24]([Cl:23])=[CH:29][C:28]=3[C:8]=2[CH2:7]1)[CH3:5]. The yield is 0.340. (3) The reactants are Br[C:2]1[CH:10]=[CH:9][C:5]([CH2:6][CH2:7][OH:8])=[CH:4][CH:3]=1.[Li]CCCC.CCCCCC.[B:22](OC(C)C)([O:27]C(C)C)[O:23]C(C)C.Cl. The catalyst is C1COCC1. The product is [OH:8][CH2:7][CH2:6][C:5]1[CH:9]=[CH:10][C:2]([B:22]([OH:27])[OH:23])=[CH:3][CH:4]=1. The yield is 0.630. (4) The reactants are [NH2:1][C:2]1[N:7]([CH2:8][CH:9]([CH3:11])[CH3:10])[C:6](=[S:12])[NH:5][C:4](=[O:13])[CH:3]=1.[N:14]([O-])=[O:15].[Na+].O. The catalyst is C(O)(=O)C. The product is [NH2:1][C:2]1[N:7]([CH2:8][CH:9]([CH3:11])[CH3:10])[C:6](=[S:12])[NH:5][C:4](=[O:13])[C:3]=1[N:14]=[O:15]. The yield is 0.920.